Task: Predict which catalyst facilitates the given reaction.. Dataset: Catalyst prediction with 721,799 reactions and 888 catalyst types from USPTO (1) Reactant: Cl[C:2]1[N:7]=[C:6]([NH:8][CH:9]2[CH:13]3[O:14][CH2:15][CH:16]([OH:17])[CH:12]3[O:11][CH2:10]2)[C:5]([CH3:18])=[CH:4][N:3]=1.[CH3:19][N:20]1[CH:24]=[C:23]([NH2:25])[CH:22]=[N:21]1.CCN(C(C)C)C(C)C. Product: [CH3:18][C:5]1[C:6]([NH:8][CH:9]2[CH:13]3[O:14][CH2:15][CH:16]([OH:17])[CH:12]3[O:11][CH2:10]2)=[N:7][C:2]([NH:25][C:23]2[CH:22]=[N:21][N:20]([CH3:19])[CH:24]=2)=[N:3][CH:4]=1. The catalyst class is: 114. (2) Reactant: [CH3:1][C:2]([C:4]1[CH:9]=[CH:8][C:7]([F:10])=[C:6]([Br:11])[CH:5]=1)=[O:3].C([N-]C(C)C)(C)C.[Li+].[Cl:20][C:21]1[CH:26]=[C:25]([C:27]([C:32]([F:35])([F:34])[F:33])=[CH:28][N+:29]([O-:31])=[O:30])[CH:24]=[C:23]([Cl:36])[C:22]=1[Cl:37].[Cl-].[NH4+]. Product: [Br:11][C:6]1[CH:5]=[C:4]([C:2](=[O:3])[CH2:1][C:27]([CH2:28][N+:29]([O-:31])=[O:30])([C:25]2[CH:26]=[C:21]([Cl:20])[C:22]([Cl:37])=[C:23]([Cl:36])[CH:24]=2)[C:32]([F:34])([F:33])[F:35])[CH:9]=[CH:8][C:7]=1[F:10]. The catalyst class is: 7. (3) Reactant: N1C=CC=CC=1.[CH3:7][O:8][C:9](=[O:17])[CH2:10][C:11](=[O:16])[CH2:12][CH2:13][O:14][CH3:15].[Cl-].[Mg+2].[Cl-].[C:21](OC(=O)C)(=[O:23])[CH3:22]. Product: [CH3:7][O:8][C:9](=[O:17])[CH:10]([C:21](=[O:23])[CH3:22])[C:11](=[O:16])[CH2:12][CH2:13][O:14][CH3:15]. The catalyst class is: 4. (4) Reactant: ClC([O:4][C:5](Cl)(Cl)Cl)=O.[CH2:9]([NH:14][S:15]([C:18]1[CH:23]=[CH:22][C:21]([NH2:24])=[CH:20][CH:19]=1)(=[O:17])=[O:16])[CH2:10][CH2:11][CH2:12][CH3:13]. Product: [CH2:9]([NH:14][S:15]([C:18]1[CH:19]=[CH:20][C:21]([N:24]=[C:5]=[O:4])=[CH:22][CH:23]=1)(=[O:17])=[O:16])[CH2:10][CH2:11][CH2:12][CH3:13]. The catalyst class is: 10. (5) Product: [CH2:1]([N:8]([CH2:9][CH2:10][O:11][C:12]1[CH:17]=[CH:16][CH:15]=[CH:14][C:13]=1[O:18][CH3:19])[CH2:22][CH:21]([OH:20])[CH2:23][O:24][C:25]1[C:37]2[C:36]3[C:31](=[CH:32][CH:33]=[CH:34][CH:35]=3)[NH:30][C:29]=2[CH:28]=[CH:27][CH:26]=1)[C:2]1[CH:3]=[CH:4][CH:5]=[CH:6][CH:7]=1. The catalyst class is: 8. Reactant: [CH2:1]([NH:8][CH2:9][CH2:10][O:11][C:12]1[CH:17]=[CH:16][CH:15]=[CH:14][C:13]=1[O:18][CH3:19])[C:2]1[CH:7]=[CH:6][CH:5]=[CH:4][CH:3]=1.[O:20]1[CH2:22][CH:21]1[CH2:23][O:24][C:25]1[C:37]2[C:36]3[C:31](=[CH:32][CH:33]=[CH:34][CH:35]=3)[NH:30][C:29]=2[CH:28]=[CH:27][CH:26]=1. (6) Reactant: [F:1][C:2]([F:28])([O:7][C:8]1[CH:13]=[CH:12][C:11]([C:14]2[O:18][C:17]([C:19]3[CH:27]=[CH:26][C:22]([C:23](O)=[O:24])=[CH:21][CH:20]=3)=[N:16][N:15]=2)=[CH:10][CH:9]=1)[C:3]([F:6])([F:5])[F:4].C(N(CC)CC)C.P([N:52]=[N+:53]=[N-:54])(=O)(OC1C=CC=CC=1)OC1C=CC=CC=1. Product: [F:28][C:2]([F:1])([O:7][C:8]1[CH:9]=[CH:10][C:11]([C:14]2[O:18][C:17]([C:19]3[CH:27]=[CH:26][C:22]([C:23]([N:52]=[N+:53]=[N-:54])=[O:24])=[CH:21][CH:20]=3)=[N:16][N:15]=2)=[CH:12][CH:13]=1)[C:3]([F:5])([F:4])[F:6]. The catalyst class is: 32.